This data is from Forward reaction prediction with 1.9M reactions from USPTO patents (1976-2016). The task is: Predict the product of the given reaction. Given the reactants [N:1]1[CH:6]=[CH:5][CH:4]=[CH:3][C:2]=1[N:7]([CH2:30][CH2:31][C:32]([O:34][CH3:35])=[O:33])[C:8]([C:10]1[CH:11]=[C:12]2[N:18]=[C:17]([CH2:19][CH2:20][C:21]3[CH:26]=[CH:25][C:24]([C:27]#[N:28])=[CH:23][CH:22]=3)[N:16]([CH3:29])[C:13]2=[N:14][CH:15]=1)=[O:9].[ClH:36].C(=O)([O-])[O-].[NH4+:41].[NH4+].C(OCC)(=O)C.C(O)C.N, predict the reaction product. The product is: [ClH:36].[N:1]1[CH:6]=[CH:5][CH:4]=[CH:3][C:2]=1[N:7]([CH2:30][CH2:31][C:32]([O:34][CH3:35])=[O:33])[C:8]([C:10]1[CH:11]=[C:12]2[N:18]=[C:17]([CH2:19][CH2:20][C:21]3[CH:22]=[CH:23][C:24]([C:27](=[NH:41])[NH2:28])=[CH:25][CH:26]=3)[N:16]([CH3:29])[C:13]2=[N:14][CH:15]=1)=[O:9].